Predict the reactants needed to synthesize the given product. From a dataset of Full USPTO retrosynthesis dataset with 1.9M reactions from patents (1976-2016). (1) Given the product [CH3:10][C:9]1[CH:8]=[C:7]([C:1]2[CH:6]=[CH:5][CH:4]=[CH:3][CH:2]=2)[NH:15][N:14]=1, predict the reactants needed to synthesize it. The reactants are: [C:1]1([C:7](=O)[CH2:8][C:9](=O)[CH3:10])[CH:6]=[CH:5][CH:4]=[CH:3][CH:2]=1.O.[NH2:14][NH2:15]. (2) Given the product [Br:18][CH2:19][C:20]([N:9]([C@H:4]([CH:1]1[CH2:3][CH2:2]1)[C:5]([F:8])([F:6])[F:7])[CH2:10][C:11]1[CH:16]=[CH:15][C:14]([F:17])=[CH:13][CH:12]=1)=[O:21], predict the reactants needed to synthesize it. The reactants are: [CH:1]1([C@@H:4]([NH:9][CH2:10][C:11]2[CH:16]=[CH:15][C:14]([F:17])=[CH:13][CH:12]=2)[C:5]([F:8])([F:7])[F:6])[CH2:3][CH2:2]1.[Br:18][CH2:19][C:20](Br)=[O:21]. (3) Given the product [F:29][C:25]1[CH:24]=[C:23]([C:10]2[C:9]([CH2:8][NH:7][C:39]3[N:47]=[CH:46][N:45]=[C:44]4[C:40]=3[N:41]=[CH:42][NH:43]4)=[CH:18][C:17]3[C:12](=[C:13]([S:19]([CH3:22])(=[O:20])=[O:21])[CH:14]=[CH:15][CH:16]=3)[N:11]=2)[CH:28]=[CH:27][CH:26]=1, predict the reactants needed to synthesize it. The reactants are: C(OC(=O)[NH:7][CH2:8][C:9]1[C:10]([C:23]2[CH:28]=[CH:27][CH:26]=[C:25]([F:29])[CH:24]=2)=[N:11][C:12]2[C:17]([CH:18]=1)=[CH:16][CH:15]=[CH:14][C:13]=2[S:19]([CH3:22])(=[O:21])=[O:20])(C)(C)C.C(O)(C(F)(F)F)=O.Cl[C:39]1[N:47]=[CH:46][N:45]=[C:44]2[C:40]=1[NH:41][CH:42]=[N:43]2.CCN(C(C)C)C(C)C. (4) Given the product [CH2:38]([N:40]1[CH2:45][CH2:44][N:43]([C:2]2[CH:31]=[CH:30][C:5]3[N:6]([C:9]4[CH:10]=[C:11]([NH:23][S:24]([CH:27]5[CH2:29][CH2:28]5)(=[O:26])=[O:25])[CH:12]=[C:13]([C:15]5[CH:20]=[CH:19][C:18]([F:21])=[CH:17][C:16]=5[F:22])[CH:14]=4)[CH:7]=[N:8][C:4]=3[CH:3]=2)[CH2:42][CH2:41]1)[CH3:39], predict the reactants needed to synthesize it. The reactants are: Br[C:2]1[CH:31]=[CH:30][C:5]2[N:6]([C:9]3[CH:10]=[C:11]([NH:23][S:24]([CH:27]4[CH2:29][CH2:28]4)(=[O:26])=[O:25])[CH:12]=[C:13]([C:15]4[CH:20]=[CH:19][C:18]([F:21])=[CH:17][C:16]=4[F:22])[CH:14]=3)[CH:7]=[N:8][C:4]=2[CH:3]=1.C(=O)([O-])[O-].[K+].[K+].[CH2:38]([N:40]1[CH2:45][CH2:44][NH:43][CH2:42][CH2:41]1)[CH3:39].N1CCC[C@H]1C(O)=O.